From a dataset of TCR-epitope binding with 47,182 pairs between 192 epitopes and 23,139 TCRs. Binary Classification. Given a T-cell receptor sequence (or CDR3 region) and an epitope sequence, predict whether binding occurs between them. (1) The epitope is RLRAEAQVK. The TCR CDR3 sequence is CASSIQSEREKLFF. Result: 1 (the TCR binds to the epitope). (2) The epitope is FLPRVFSAV. The TCR CDR3 sequence is CSVGTNEQFF. Result: 1 (the TCR binds to the epitope). (3) The TCR CDR3 sequence is CASSQPPTYNEQFF. Result: 1 (the TCR binds to the epitope). The epitope is YFPLQSYGF.